This data is from Full USPTO retrosynthesis dataset with 1.9M reactions from patents (1976-2016). The task is: Predict the reactants needed to synthesize the given product. (1) Given the product [Br:1][C:2]1[CH:14]=[C:13]2[C:5]([C:6]3[CH:7]=[CH:8][C:9]([NH2:15])=[CH:10][C:11]=3[C:12]2([CH2:17][CH3:18])[CH2:19][CH3:20])=[CH:4][CH:3]=1, predict the reactants needed to synthesize it. The reactants are: [Br:1][C:2]1[CH:14]=[C:13]2[C:5]([C:6]3[CH:7]=[CH:8][C:9]([NH2:15])=[CH:10][C:11]=3[CH2:12]2)=[CH:4][CH:3]=1.I[CH2:17][CH3:18].[CH3:19][C:20](C)([O-])C.[K+]. (2) Given the product [Cl:23][C:5]1[C:6]([NH:8][CH:9]2[CH2:14][CH2:13][N:12]([C:15]3[N:20]=[N:19][C:18]([C:21]#[N:22])=[CH:17][CH:16]=3)[CH2:11][CH2:10]2)=[N:7][C:2]([NH:31][C:29]2[C:28]([CH3:32])=[N:27][N:26]([CH3:25])[CH:30]=2)=[N:3][CH:4]=1, predict the reactants needed to synthesize it. The reactants are: Cl[C:2]1[N:7]=[C:6]([NH:8][CH:9]2[CH2:14][CH2:13][N:12]([C:15]3[N:20]=[N:19][C:18]([C:21]#[N:22])=[CH:17][CH:16]=3)[CH2:11][CH2:10]2)[C:5]([Cl:23])=[CH:4][N:3]=1.Cl.[CH3:25][N:26]1[CH:30]=[C:29]([NH2:31])[C:28]([CH3:32])=[N:27]1.C1C=CC(P(C2C(C3C(P(C4C=CC=CC=4)C4C=CC=CC=4)=CC=C4C=3C=CC=C4)=C3C(C=CC=C3)=CC=2)C2C=CC=CC=2)=CC=1.C(=O)([O-])[O-].[Cs+].[Cs+].